Dataset: Catalyst prediction with 721,799 reactions and 888 catalyst types from USPTO. Task: Predict which catalyst facilitates the given reaction. (1) Reactant: C[O:2][C:3](=O)[C@H:4]([CH:22]([CH3:24])[CH3:23])[C:5]([C:14]1[CH:19]=[CH:18][C:17]([Br:20])=[C:16]([Cl:21])[CH:15]=1)([NH:7][S@:8]([C:10]([CH3:13])([CH3:12])[CH3:11])=[O:9])[CH3:6].[H-].C([Al+]CC(C)C)C(C)C.C1(C)C=CC=CC=1.CO. Product: [Br:20][C:17]1[CH:18]=[CH:19][C:14]([C@@:5]([NH:7][S@:8]([C:10]([CH3:11])([CH3:13])[CH3:12])=[O:9])([CH3:6])[CH:4]([CH2:3][OH:2])[CH:22]([CH3:23])[CH3:24])=[CH:15][C:16]=1[Cl:21]. The catalyst class is: 11. (2) Reactant: [Br:1][C:2]1[CH:7]=[CH:6][C:5]([OH:8])=[CH:4][CH:3]=1.C(=O)([O-])[O-].[K+].[K+].[CH2:15](I)[CH3:16]. Product: [CH2:15]([O:8][C:5]1[CH:6]=[CH:7][C:2]([Br:1])=[CH:3][CH:4]=1)[CH3:16]. The catalyst class is: 9. (3) Product: [CH3:1][N:2]([C:15](=[O:16])[C:14]([F:25])([F:13])[F:24])[CH2:3][CH2:4][CH:5]([O:6][C:15](=[O:16])[C:14]([F:25])([F:24])[F:13])[C:7]1[CH:12]=[CH:11][CH:10]=[CH:9][CH:8]=1. The catalyst class is: 2. Reactant: [CH3:1][NH:2][CH2:3][CH2:4][CH:5]([C:7]1[CH:12]=[CH:11][CH:10]=[CH:9][CH:8]=1)[OH:6].[F:13][C:14]([F:25])([F:24])[C:15](O[C:15](=[O:16])[C:14]([F:25])([F:24])[F:13])=[O:16]. (4) Reactant: [C:1]1([CH:7]2[C:11]3([CH2:16][CH2:15][O:14][CH2:13][CH2:12]3)[O:10][C:9](=[O:17])[NH:8]2)[CH:6]=[CH:5][CH:4]=[CH:3][CH:2]=1.[Cl:18][C:19]1[N:24]=[C:23](Cl)[CH:22]=[CH:21][N:20]=1.[H-].[Na+].C([O-])(O)=O.[Na+]. Product: [Cl:18][C:19]1[N:24]=[C:23]([N:8]2[CH:7]([C:1]3[CH:2]=[CH:3][CH:4]=[CH:5][CH:6]=3)[C:11]3([CH2:12][CH2:13][O:14][CH2:15][CH2:16]3)[O:10][C:9]2=[O:17])[CH:22]=[CH:21][N:20]=1. The catalyst class is: 85. (5) Reactant: [Br:1][C:2]1[CH:3]=[CH:4][C:5]([F:16])=[C:6]([C:8]2[C:9]([OH:15])=[CH:10][CH:11]=[CH:12][C:13]=2[F:14])[CH:7]=1.[CH3:17][C@@H:18](O)[CH2:19][CH:20]=[CH2:21].C1C=CC(P(C2C=CC=CC=2)C2C=CC=CC=2)=CC=1.CCOC(/N=N/C(OCC)=O)=O. Product: [Br:1][C:2]1[CH:3]=[CH:4][C:5]([F:16])=[C:6]([C:8]2[C:9]([O:15][C@H:20]([CH2:19][CH:18]=[CH2:17])[CH3:21])=[CH:10][CH:11]=[CH:12][C:13]=2[F:14])[CH:7]=1. The catalyst class is: 1. (6) Reactant: C(=O)([O-])[O-].[K+].[K+].C(O[Na])(C)(C)C.[NH:13]1[CH:17]=[N:16][CH:15]=[N:14]1.[Cl:18][C:19]1([C:22]2([CH2:25][CH:26]3[CH2:28][C:27]3([Br:30])[Br:29])[CH2:24][O:23]2)[CH2:21][CH2:20]1. Product: [Cl:18][C:19]1([C:22]([OH:23])([CH2:24][N:13]2[CH:17]=[N:16][CH:15]=[N:14]2)[CH2:25][CH:26]2[CH2:28][C:27]2([Br:30])[Br:29])[CH2:21][CH2:20]1. The catalyst class is: 384.